This data is from Forward reaction prediction with 1.9M reactions from USPTO patents (1976-2016). The task is: Predict the product of the given reaction. (1) Given the reactants [H-].[Na+].[F:3][C:4]([F:37])([F:36])[O:5][C:6]1[CH:11]=[CH:10][C:9](/[CH:12]=[CH:13]/[C:14]2[O:15][CH:16]=[C:17]([CH2:19][O:20][C:21]3[CH:26]=[CH:25][C:24]([CH2:27][CH2:28][CH2:29][CH2:30][C:31]4[N:32]=[N:33][NH:34][N:35]=4)=[CH:23][CH:22]=3)[N:18]=2)=[CH:8][CH:7]=1.Br[CH2:39][CH2:40][OH:41], predict the reaction product. The product is: [F:37][C:4]([F:3])([F:36])[O:5][C:6]1[CH:7]=[CH:8][C:9]([CH:12]=[CH:13][C:14]2[O:15][CH:16]=[C:17]([CH2:19][O:20][C:21]3[CH:26]=[CH:25][C:24]([CH2:27][CH2:28][CH2:29][CH2:30][C:31]4[N:32]=[N:33][N:34]([CH2:39][CH2:40][OH:41])[N:35]=4)=[CH:23][CH:22]=3)[N:18]=2)=[CH:10][CH:11]=1.[F:37][C:4]([F:3])([F:36])[O:5][C:6]1[CH:7]=[CH:8][C:9]([CH:12]=[CH:13][C:14]2[O:15][CH:16]=[C:17]([CH2:19][O:20][C:21]3[CH:26]=[CH:25][C:24]([CH2:27][CH2:28][CH2:29][CH2:30][C:31]4[N:35]([CH2:39][CH2:40][OH:41])[N:34]=[N:33][N:32]=4)=[CH:23][CH:22]=3)[N:18]=2)=[CH:10][CH:11]=1. (2) Given the reactants [Br:1][C:2]1[C:3]([Cl:12])=[CH:4][C:5]([OH:11])=[C:6]([CH:10]=1)[C:7]([OH:9])=O.C(N(CC)CC)C.CN(C(ON1N=NC2C=CC=NC1=2)=[N+](C)C)C.F[P-](F)(F)(F)(F)F.[O:44]([C:46]1[CH:53]=[CH:52][CH:51]=[CH:50][C:47]=1[NH:48][CH3:49])[CH3:45], predict the reaction product. The product is: [Br:1][C:2]1[C:3]([Cl:12])=[CH:4][C:5]([OH:11])=[C:6]([CH:10]=1)[C:7]([N:48]([C:47]1[CH:50]=[CH:51][CH:52]=[CH:53][C:46]=1[O:44][CH3:45])[CH3:49])=[O:9].